Dataset: Reaction yield outcomes from USPTO patents with 853,638 reactions. Task: Predict the reaction yield, written as a fraction of the theoretical maximum amount of product (1.0 means a 100% yield; for example, 0.34 means a 34% yield). The reactants are [Cl:1][C:2]1[CH:7]=[C:6]([NH:8][C:9]2[C:14]([C:15]3[N:23]=[C:22]([CH3:24])[N:21]=[C:20]4[C:16]=3[N:17]=[CH:18][N:19]4C3CCCCO3)=[CH:13][CH:12]=[CH:11][N:10]=2)[CH:5]=[CH:4][C:3]=1[NH:31][C:32](=[O:34])[CH3:33].FC(F)(F)C(O)=O.CO. The catalyst is C(Cl)Cl. The product is [Cl:1][C:2]1[CH:7]=[C:6]([NH:8][C:9]2[C:14]([C:15]3[N:23]=[C:22]([CH3:24])[N:21]=[C:20]4[C:16]=3[N:17]=[CH:18][NH:19]4)=[CH:13][CH:12]=[CH:11][N:10]=2)[CH:5]=[CH:4][C:3]=1[NH:31][C:32](=[O:34])[CH3:33]. The yield is 0.583.